From a dataset of Reaction yield outcomes from USPTO patents with 853,638 reactions. Predict the reaction yield, written as a fraction of the theoretical maximum amount of product (1.0 means a 100% yield; for example, 0.34 means a 34% yield). (1) The reactants are [CH:1]1([C:4]([N:6]([C:14]2[CH:19]=[C:18]([O:20][C:21]3[C:26]([CH3:27])=[CH:25][C:24]([N+:28]([O-:30])=[O:29])=[CH:23][N:22]=3)[CH:17]=[CH:16][N:15]=2)C(=O)OC(C)(C)C)=[O:5])[CH2:3][CH2:2]1.FC(F)(F)C(O)=O. The catalyst is C(Cl)Cl. The product is [CH3:27][C:26]1[C:21]([O:20][C:18]2[CH:17]=[CH:16][N:15]=[C:14]([NH:6][C:4]([CH:1]3[CH2:3][CH2:2]3)=[O:5])[CH:19]=2)=[N:22][CH:23]=[C:24]([N+:28]([O-:30])=[O:29])[CH:25]=1. The yield is 0.980. (2) The reactants are [CH3:1][C:2]1[O:6][N:5]=[C:4]([C:7]2[CH:12]=[CH:11][CH:10]=[CH:9][N:8]=2)[C:3]=1[CH2:13]O.S(Cl)([Cl:17])=O. The catalyst is C(Cl)Cl. The product is [Cl:17][CH2:13][C:3]1[C:4]([C:7]2[CH:12]=[CH:11][CH:10]=[CH:9][N:8]=2)=[N:5][O:6][C:2]=1[CH3:1]. The yield is 0.960.